From a dataset of Full USPTO retrosynthesis dataset with 1.9M reactions from patents (1976-2016). Predict the reactants needed to synthesize the given product. (1) Given the product [OH:31][CH2:30][CH2:29][CH2:28][CH2:27][CH2:26][NH:25][C:3](=[O:24])[C:4]1[CH:9]=[CH:8][C:7]([O:10][CH2:11][C:12]2[C:13]([C:18]3[CH:19]=[CH:20][CH:21]=[CH:22][CH:23]=3)=[N:14][O:15][C:16]=2[CH3:17])=[N:6][CH:5]=1, predict the reactants needed to synthesize it. The reactants are: CO[C:3](=[O:24])[C:4]1[CH:9]=[CH:8][C:7]([O:10][CH2:11][C:12]2[C:13]([C:18]3[CH:23]=[CH:22][CH:21]=[CH:20][CH:19]=3)=[N:14][O:15][C:16]=2[CH3:17])=[N:6][CH:5]=1.[NH2:25][CH2:26][CH2:27][CH2:28][CH2:29][CH2:30][OH:31]. (2) Given the product [Br:1][C:2]1[CH:3]=[CH:4][C:5]2[S:9](=[O:11])(=[O:10])[NH:8][CH:7]([CH2:12][OH:13])[C:6]=2[CH:15]=1, predict the reactants needed to synthesize it. The reactants are: [Br:1][C:2]1[CH:3]=[CH:4][C:5]2[S:9](=[O:11])(=[O:10])[NH:8][CH:7]([C:12](O)=[O:13])[C:6]=2[CH:15]=1. (3) The reactants are: [C:1]([C:3]1[CH:8]=[CH:7][C:6]([C:9]2[N:13]3[CH:14]=[C:15]([C:18]4[CH:40]=[CH:39][C:21]([C:22]([N:24]5[CH2:29][CH2:28][C:27]([NH:31]C(=O)OC(C)(C)C)([CH3:30])[CH2:26][CH2:25]5)=[O:23])=[C:20]([CH3:41])[CH:19]=4)[N:16]=[CH:17][C:12]3=[N:11][CH:10]=2)=[CH:5][CH:4]=1)#[N:2]. Given the product [NH2:31][C:27]1([CH3:30])[CH2:26][CH2:25][N:24]([C:22]([C:21]2[CH:39]=[CH:40][C:18]([C:15]3[N:16]=[CH:17][C:12]4[N:13]([C:9]([C:6]5[CH:7]=[CH:8][C:3]([C:1]#[N:2])=[CH:4][CH:5]=5)=[CH:10][N:11]=4)[CH:14]=3)=[CH:19][C:20]=2[CH3:41])=[O:23])[CH2:29][CH2:28]1, predict the reactants needed to synthesize it. (4) Given the product [N:12]1([CH2:18][CH2:19][CH2:20][NH:21][C:5]2[N:6]=[CH:7][CH:8]=[CH:9][C:4]=2[C:3]([NH:30][CH2:22][CH2:23][C:24]2[CH:29]=[CH:28][CH:27]=[CH:26][CH:25]=2)=[O:11])[CH2:17][CH2:16][O:15][CH2:14][CH2:13]1, predict the reactants needed to synthesize it. The reactants are: CO[C:3](=[O:11])[C:4]1[CH:9]=[CH:8][CH:7]=[N:6][C:5]=1Cl.[N:12]1([CH2:18][CH2:19][CH2:20][NH2:21])[CH2:17][CH2:16][O:15][CH2:14][CH2:13]1.[CH2:22]([NH2:30])[CH2:23][C:24]1[CH:29]=[CH:28][CH:27]=[CH:26][CH:25]=1. (5) Given the product [Cl:8][C:6]1[N:5]=[CH:4][N:3]=[C:2]([N:18]2[CH:19]=[N:20][C:16]([NH:15][C:9]3[CH:14]=[CH:13][CH:12]=[CH:11][CH:10]=3)=[N:17]2)[CH:7]=1, predict the reactants needed to synthesize it. The reactants are: Cl[C:2]1[CH:7]=[C:6]([Cl:8])[N:5]=[CH:4][N:3]=1.[C:9]1([NH:15][C:16]2[N:20]=[CH:19][NH:18][N:17]=2)[CH:14]=[CH:13][CH:12]=[CH:11][CH:10]=1.C(NC(C)C)(C)C.